This data is from NCI-60 drug combinations with 297,098 pairs across 59 cell lines. The task is: Regression. Given two drug SMILES strings and cell line genomic features, predict the synergy score measuring deviation from expected non-interaction effect. (1) Drug 1: CCC1=C2CN3C(=CC4=C(C3=O)COC(=O)C4(CC)O)C2=NC5=C1C=C(C=C5)O. Drug 2: C(CC(=O)O)C(=O)CN.Cl. Cell line: M14. Synergy scores: CSS=31.8, Synergy_ZIP=-3.66, Synergy_Bliss=-3.95, Synergy_Loewe=-10.5, Synergy_HSA=-1.97. (2) Cell line: K-562. Drug 1: CC12CCC3C(C1CCC2=O)CC(=C)C4=CC(=O)C=CC34C. Drug 2: COC1=C2C(=CC3=C1OC=C3)C=CC(=O)O2. Synergy scores: CSS=36.6, Synergy_ZIP=2.52, Synergy_Bliss=2.95, Synergy_Loewe=2.37, Synergy_HSA=1.79. (3) Drug 1: CC1=C2C(C(=O)C3(C(CC4C(C3C(C(C2(C)C)(CC1OC(=O)C(C(C5=CC=CC=C5)NC(=O)C6=CC=CC=C6)O)O)OC(=O)C7=CC=CC=C7)(CO4)OC(=O)C)O)C)OC(=O)C. Drug 2: C1CCC(C(C1)N)N.C(=O)(C(=O)[O-])[O-].[Pt+4]. Cell line: SK-MEL-5. Synergy scores: CSS=51.8, Synergy_ZIP=-8.32, Synergy_Bliss=-6.32, Synergy_Loewe=-19.9, Synergy_HSA=-0.867. (4) Drug 1: CC(C1=C(C=CC(=C1Cl)F)Cl)OC2=C(N=CC(=C2)C3=CN(N=C3)C4CCNCC4)N. Drug 2: C1CC(=O)NC(=O)C1N2C(=O)C3=CC=CC=C3C2=O. Cell line: NCI/ADR-RES. Synergy scores: CSS=4.33, Synergy_ZIP=3.09, Synergy_Bliss=8.70, Synergy_Loewe=7.80, Synergy_HSA=6.55. (5) Drug 1: CC(C)NC(=O)C1=CC=C(C=C1)CNNC.Cl. Drug 2: CCC1(C2=C(COC1=O)C(=O)N3CC4=CC5=C(C=CC(=C5CN(C)C)O)N=C4C3=C2)O.Cl. Cell line: A549. Synergy scores: CSS=1.20, Synergy_ZIP=-7.05, Synergy_Bliss=-12.2, Synergy_Loewe=-29.9, Synergy_HSA=-13.1. (6) Drug 1: CS(=O)(=O)OCCCCOS(=O)(=O)C. Drug 2: C1CCC(C(C1)N)N.C(=O)(C(=O)[O-])[O-].[Pt+4]. Cell line: SN12C. Synergy scores: CSS=26.8, Synergy_ZIP=-7.39, Synergy_Bliss=0.650, Synergy_Loewe=-18.1, Synergy_HSA=0.177.